From a dataset of Full USPTO retrosynthesis dataset with 1.9M reactions from patents (1976-2016). Predict the reactants needed to synthesize the given product. (1) Given the product [C:1]([O:5][C:6](=[O:23])[NH:7][CH2:8][CH2:9][CH2:10][NH:11][C:12]([NH2:14])=[S:13])([CH3:4])([CH3:2])[CH3:3], predict the reactants needed to synthesize it. The reactants are: [C:1]([O:5][C:6](=[O:23])[NH:7][CH2:8][CH2:9][CH2:10][NH:11][C:12]([NH:14]C(=O)C1C=CC=CC=1)=[S:13])([CH3:4])([CH3:3])[CH3:2].[OH-].[Na+]. (2) Given the product [CH2:1]([N:8]1[C:16]2[C:11](=[CH:12][C:13]([NH:17][C:18]3[N:19]=[N:20][C:21]([Cl:27])=[CH:22][C:23]=3[C:24]([O:26][CH3:28])=[O:25])=[CH:14][CH:15]=2)[CH:10]=[CH:9]1)[C:2]1[CH:7]=[CH:6][CH:5]=[CH:4][CH:3]=1, predict the reactants needed to synthesize it. The reactants are: [CH2:1]([N:8]1[C:16]2[C:11](=[CH:12][C:13]([NH:17][C:18]3[N:19]=[N:20][C:21]([Cl:27])=[CH:22][C:23]=3[C:24]([OH:26])=[O:25])=[CH:14][CH:15]=2)[CH:10]=[CH:9]1)[C:2]1[CH:7]=[CH:6][CH:5]=[CH:4][CH:3]=1.[C:28](=O)([O-])[O-].[K+].[K+].IC.CCCCCC. (3) Given the product [Cl:14][C:15]1[CH:20]=[C:19]([Cl:21])[N:18]=[C:17]([O:11][C:8]2[CH:9]=[CH:10][C:5]([NH:4][C:1](=[O:3])[CH3:2])=[CH:6][CH:7]=2)[N:16]=1, predict the reactants needed to synthesize it. The reactants are: [C:1]([NH:4][C:5]1[CH:10]=[CH:9][C:8]([OH:11])=[CH:7][CH:6]=1)(=[O:3])[CH3:2].[H-].[Na+].[Cl:14][C:15]1[CH:20]=[C:19]([Cl:21])[N:18]=[C:17](S(C)(=O)=O)[N:16]=1.